Dataset: Full USPTO retrosynthesis dataset with 1.9M reactions from patents (1976-2016). Task: Predict the reactants needed to synthesize the given product. (1) Given the product [C:1]([O:5][C:6](=[O:20])[NH:7][C:8]1[CH:13]=[C:12]([CH3:14])[C:11]([C:15]([F:18])([F:17])[F:16])=[CH:10][C:9]=1[NH:19][C:26](=[O:25])[CH2:27][C:28](=[O:40])[C:29]1[CH:34]=[CH:33][CH:32]=[C:31]([N:35]2[CH:39]=[N:38][CH:37]=[N:36]2)[CH:30]=1)([CH3:4])([CH3:2])[CH3:3], predict the reactants needed to synthesize it. The reactants are: [C:1]([O:5][C:6](=[O:20])[NH:7][C:8]1[CH:13]=[C:12]([CH3:14])[C:11]([C:15]([F:18])([F:17])[F:16])=[CH:10][C:9]=1[NH2:19])([CH3:4])([CH3:3])[CH3:2].C([O:25][C:26](=O)[CH2:27][C:28](=[O:40])[C:29]1[CH:34]=[CH:33][CH:32]=[C:31]([N:35]2[CH:39]=[N:38][CH:37]=[N:36]2)[CH:30]=1)(C)(C)C. (2) Given the product [CH3:13][O:14][C:15]([C@H:17]1[CH2:22][CH2:21][C@H:20]([CH2:23][N:24]2[C:25](=[O:34])[CH2:26][C:27]3[CH:32]=[CH:31][CH:30]=[CH:29][C:28]=3[NH:33][C:2]2=[O:4])[CH2:19][CH2:18]1)=[O:16], predict the reactants needed to synthesize it. The reactants are: Cl[C:2](Cl)([O:4]C(=O)OC(Cl)(Cl)Cl)Cl.[CH3:13][O:14][C:15]([C@H:17]1[CH2:22][CH2:21][C@H:20]([CH2:23][NH:24][C:25](=[O:34])[CH2:26][C:27]2[CH:32]=[CH:31][CH:30]=[CH:29][C:28]=2[NH2:33])[CH2:19][CH2:18]1)=[O:16]. (3) The reactants are: [N:1]1([S:7]([C:10]2[CH:11]=[C:12]([CH:16]=[CH:17][CH:18]=2)[C:13]([OH:15])=O)(=[O:9])=[O:8])[CH2:6][CH2:5][CH2:4][CH2:3][CH2:2]1.[CH3:19][O:20][C:21]1[N:26]=[CH:25][C:24]([NH2:27])=[CH:23][CH:22]=1. Given the product [CH3:19][O:20][C:21]1[N:26]=[CH:25][C:24]([NH:27][C:13](=[O:15])[C:12]2[CH:16]=[CH:17][CH:18]=[C:10]([S:7]([N:1]3[CH2:2][CH2:3][CH2:4][CH2:5][CH2:6]3)(=[O:8])=[O:9])[CH:11]=2)=[CH:23][CH:22]=1, predict the reactants needed to synthesize it. (4) Given the product [Cl:11][C:12]1[CH:17]=[CH:16][C:15]([CH2:18][N:9]([C:6]2[CH:7]=[CH:8][C:3]([F:2])=[CH:4][CH:5]=2)[NH2:10])=[CH:14][N:13]=1, predict the reactants needed to synthesize it. The reactants are: Cl.[F:2][C:3]1[CH:8]=[CH:7][C:6]([NH:9][NH2:10])=[CH:5][CH:4]=1.[Cl:11][C:12]1[CH:17]=[CH:16][C:15]([CH2:18]Cl)=[CH:14][N:13]=1.C(N(CC)CC)C.